Task: Predict the product of the given reaction.. Dataset: Forward reaction prediction with 1.9M reactions from USPTO patents (1976-2016) Given the reactants [I:1][C:2]1[C:7]([CH3:8])=[CH:6][CH:5]=[CH:4][C:3]=1[CH2:9][OH:10].[H-].[Na+].[C:13]([O:17][C:18](=[O:21])[CH2:19]Br)([CH3:16])([CH3:15])[CH3:14], predict the reaction product. The product is: [C:13]([O:17][C:18](=[O:21])[CH2:19][O:10][CH2:9][C:3]1[CH:4]=[CH:5][CH:6]=[C:7]([CH3:8])[C:2]=1[I:1])([CH3:16])([CH3:15])[CH3:14].